Dataset: Forward reaction prediction with 1.9M reactions from USPTO patents (1976-2016). Task: Predict the product of the given reaction. (1) Given the reactants [OH-:1].[K+].Cl[C:4]1[S:5][C:6]2[C:11]([NH:12][C@H:13]([CH2:16][CH2:17][CH3:18])[CH2:14][OH:15])=[N:10][C:9]([S:19][C@H:20]([C:22]3[CH:27]=[CH:26][CH:25]=[CH:24][C:23]=3[F:28])[CH3:21])=[N:8][C:7]=2[N:29]=1.[CH3:30]O, predict the reaction product. The product is: [F:28][C:23]1[CH:24]=[CH:25][CH:26]=[CH:27][C:22]=1[C@@H:20]([S:19][C:9]1[N:10]=[C:11]([NH:12][C@H:13]([CH2:16][CH2:17][CH3:18])[CH2:14][OH:15])[C:6]2[S:5][C:4]([O:1][CH3:30])=[N:29][C:7]=2[N:8]=1)[CH3:21]. (2) Given the reactants [CH3:1][C:2]1([C:21]([O:23]C)=[O:22])[O:7][CH2:6][CH:5]([CH2:8][C:9]2[N:10]=[C:11]([C:15]3[CH:20]=[CH:19][CH:18]=[CH:17][CH:16]=3)[O:12][C:13]=2[CH3:14])[CH2:4][O:3]1.C1COCC1.[OH-].[Li+], predict the reaction product. The product is: [CH3:1][C:2]1([C:21]([OH:23])=[O:22])[O:7][CH2:6][CH:5]([CH2:8][C:9]2[N:10]=[C:11]([C:15]3[CH:20]=[CH:19][CH:18]=[CH:17][CH:16]=3)[O:12][C:13]=2[CH3:14])[CH2:4][O:3]1.